From a dataset of Full USPTO retrosynthesis dataset with 1.9M reactions from patents (1976-2016). Predict the reactants needed to synthesize the given product. (1) Given the product [OH:17][CH2:16][CH:12]1[O:13][CH2:14][CH2:15][N:10]([C:6]2[CH:5]=[C:4]([C@@H:2]([NH:1][C:18](=[O:27])[CH:19]=[CH:20][C:21]3[CH:26]=[CH:25][CH:24]=[CH:23][CH:22]=3)[CH3:3])[CH:9]=[CH:8][CH:7]=2)[CH2:11]1, predict the reactants needed to synthesize it. The reactants are: [NH2:1][CH:2]([C:4]1[CH:5]=[C:6]([N:10]2[CH2:15][CH2:14][O:13][C@H:12]([CH2:16][OH:17])[CH2:11]2)[CH:7]=[CH:8][CH:9]=1)[CH3:3].[C:18](O)(=[O:27])[CH:19]=[CH:20][C:21]1[CH:26]=[CH:25][CH:24]=[CH:23][CH:22]=1.C(Cl)CCl.C(N(CC)CC)C. (2) Given the product [ClH:16].[Cl:16][C:17]1[N:18]=[CH:19][N:20]2[CH:25]=[CH:24][C:23]([CH:26]3[CH2:31][CH2:30][NH:29][CH2:28][CH2:27]3)=[CH:22][C:21]=12, predict the reactants needed to synthesize it. The reactants are: Cl.N1CCC(C2C=CC(C#N)=CC=2)CC1.[Cl:16][C:17]1[N:18]=[CH:19][N:20]2[CH:25]=[CH:24][C:23]([CH:26]3[CH2:31][CH2:30][N:29](C(OC(C)(C)C)=O)[CH2:28][CH2:27]3)=[CH:22][C:21]=12.C(C1C=CC(C2CCN(C(OC(C)(C)C)=O)CC2)=CC=1)#N. (3) Given the product [CH3:1][C:2]1[O:6][C:5]([C:7]2[C:8]3[NH:15][N:16]=[N:14][C:9]=3[N:10]=[C:11]([NH2:13])[N:12]=2)=[CH:4][CH:3]=1, predict the reactants needed to synthesize it. The reactants are: [CH3:1][C:2]1[O:6][C:5]([C:7]2[N:12]=[C:11]([NH2:13])[N:10]=[C:9]([NH2:14])[C:8]=2[NH2:15])=[CH:4][CH:3]=1.[N:16](OCCC(C)C)=O. (4) Given the product [Br:1][C:2]1[N:7]=[C:6]2[C:8]([I:11])=[CH:9][N:10]([S:20]([C:17]3[CH:18]=[CH:19][C:14]([CH3:24])=[CH:15][CH:16]=3)(=[O:22])=[O:21])[C:5]2=[N:4][CH:3]=1, predict the reactants needed to synthesize it. The reactants are: [Br:1][C:2]1[N:7]=[C:6]2[C:8]([I:11])=[CH:9][NH:10][C:5]2=[N:4][CH:3]=1.[H-].[Na+].[C:14]1([CH3:24])[CH:19]=[CH:18][C:17]([S:20](Cl)(=[O:22])=[O:21])=[CH:16][CH:15]=1. (5) The reactants are: [CH3:1][O:2][C:3](=[O:19])[NH:4][CH2:5][C@@:6]1(CC2C=CC=CC=2)[CH2:10][CH2:9][C@@H:8]([CH3:11])[CH2:7]1.I([O-])(=O)(=O)=O.[Na+].C(#N)C.[OH2:29].C([O:32][CH2:33][CH3:34])C. Given the product [CH3:1][O:2][C:3]([NH:4][CH2:5][C@@:6]1([CH2:34][C:33]([OH:32])=[O:29])[CH2:10][CH2:9][C@@H:8]([CH3:11])[CH2:7]1)=[O:19], predict the reactants needed to synthesize it.